Task: Predict the product of the given reaction.. Dataset: Forward reaction prediction with 1.9M reactions from USPTO patents (1976-2016) (1) The product is: [F:18][C:19]1[CH:20]=[C:21]([CH2:26][CH2:27][CH2:28][NH:29][C@H:4]2[CH2:5][CH2:6][C@H:1]([C:8]3[CH:17]=[CH:16][C:11]4[NH:12][C:13](=[O:15])[O:14][C:10]=4[CH:9]=3)[CH2:2][CH2:3]2)[CH:22]=[CH:23][C:24]=1[F:25]. Given the reactants [CH:1]1([C:8]2[CH:17]=[CH:16][C:11]3[NH:12][C:13](=[O:15])[O:14][C:10]=3[CH:9]=2)[CH2:6][CH2:5][C:4](=O)[CH2:3][CH2:2]1.[F:18][C:19]1[CH:20]=[C:21]([CH2:26][CH2:27][CH2:28][NH2:29])[CH:22]=[CH:23][C:24]=1[F:25], predict the reaction product. (2) Given the reactants C(=O)([O-])[O-].[K+].[K+].Br[CH2:8][C:9]1[S:13][C:12]([C:14]2[CH:19]=[C:18]([NH:20][CH:21]3[CH2:23][CH2:22]3)[N:17]3[N:24]=[CH:25][C:26]([CH:27]=[O:28])=[C:16]3[N:15]=2)=[CH:11][CH:10]=1.[NH:29]1[CH2:33][CH2:32][CH2:31][CH2:30]1.O, predict the reaction product. The product is: [CH:21]1([NH:20][C:18]2[N:17]3[N:24]=[CH:25][C:26]([CH:27]=[O:28])=[C:16]3[N:15]=[C:14]([C:12]3[S:13][C:9]([CH2:8][N:29]4[CH2:33][CH2:32][CH2:31][CH2:30]4)=[CH:10][CH:11]=3)[CH:19]=2)[CH2:23][CH2:22]1. (3) Given the reactants [CH3:1][O:2][C:3]1[CH:8]=[C:7]([O:9][CH2:10][CH2:11][O:12][CH3:13])[CH:6]=[CH:5][C:4]=1[N+:14]([O-])=O.[ClH:17], predict the reaction product. The product is: [ClH:17].[CH3:1][O:2][C:3]1[CH:8]=[C:7]([O:9][CH2:10][CH2:11][O:12][CH3:13])[CH:6]=[CH:5][C:4]=1[NH2:14]. (4) Given the reactants [C:1]1([CH2:7][C@@H:8]([NH:15][C:16](=O)[CH2:17]Cl)[CH2:9][NH:10][C:11](=O)[CH2:12]Cl)[CH:6]=[CH:5][CH:4]=[CH:3][CH:2]=1, predict the reaction product. The product is: [CH2:7]([C@H:8]1[CH2:9][N:10]2[CH2:17][CH2:16][N:15]1[CH2:12][CH2:11]2)[C:1]1[CH:6]=[CH:5][CH:4]=[CH:3][CH:2]=1. (5) Given the reactants [OH:1][C:2]1([C:8]2[CH:13]=[CH:12][CH:11]=[C:10]([C:14]([F:17])([F:16])[F:15])[CH:9]=2)[CH2:7][CH2:6][NH:5][CH2:4][CH2:3]1.C([O-])([O-])=O.[K+].[K+].[CH2:24](Br)[C:25]1[CH:30]=[CH:29][CH:28]=[CH:27][CH:26]=1, predict the reaction product. The product is: [CH2:24]([N:5]1[CH2:6][CH2:7][C:2]([C:8]2[CH:13]=[CH:12][CH:11]=[C:10]([C:14]([F:17])([F:15])[F:16])[CH:9]=2)([OH:1])[CH2:3][CH2:4]1)[C:25]1[CH:30]=[CH:29][CH:28]=[CH:27][CH:26]=1. (6) Given the reactants [CH3:1][C:2]1([CH3:49])[CH2:10][C:9]2[N:8]([CH2:11][O:12][CH2:13][CH2:14][Si:15]([CH3:18])([CH3:17])[CH3:16])[N:7]=[C:6]([C:19]3[N:20]([CH2:41][O:42][CH2:43][CH2:44][Si:45]([CH3:48])([CH3:47])[CH3:46])[C:21]4[C:26]([CH:27]=3)=[CH:25][CH:24]=[C:23]([N:28]([CH2:39][CH3:40])C(=O)OCC3C=CC=CC=3)[CH:22]=4)[C:5]=2[CH2:4][CH2:3]1, predict the reaction product. The product is: [CH3:49][C:2]1([CH3:1])[CH2:10][C:9]2[N:8]([CH2:11][O:12][CH2:13][CH2:14][Si:15]([CH3:16])([CH3:17])[CH3:18])[N:7]=[C:6]([C:19]3[N:20]([CH2:41][O:42][CH2:43][CH2:44][Si:45]([CH3:47])([CH3:46])[CH3:48])[C:21]4[C:26]([CH:27]=3)=[CH:25][CH:24]=[C:23]([NH:28][CH2:39][CH3:40])[CH:22]=4)[C:5]=2[CH2:4][CH2:3]1. (7) Given the reactants [CH:1]12[NH:8][CH:5]([CH2:6][CH2:7]1)[CH2:4][CH:3]([N:9]1[CH2:14][CH2:13][N:12]([C:15]([O:17][C:18]([CH3:21])([CH3:20])[CH3:19])=[O:16])[CH2:11][CH2:10]1)[CH2:2]2.[CH3:22][C:23](OC(C)=O)=[O:24].CCN(CC)CC, predict the reaction product. The product is: [C:23]([N:8]1[CH:1]2[CH2:7][CH2:6][CH:5]1[CH2:4][CH:3]([N:9]1[CH2:10][CH2:11][N:12]([C:15]([O:17][C:18]([CH3:21])([CH3:20])[CH3:19])=[O:16])[CH2:13][CH2:14]1)[CH2:2]2)(=[O:24])[CH3:22]. (8) Given the reactants Cl[C:2]1[O:3][C:4]2[CH:10]=[CH:9][C:8]([C:11]#[N:12])=[CH:7][C:5]=2[N:6]=1.CCN(CC)CC.[CH:20]1([N:23]2[CH2:28][CH2:27][NH:26][CH2:25][CH2:24]2)[CH2:22][CH2:21]1, predict the reaction product. The product is: [CH:20]1([N:23]2[CH2:28][CH2:27][N:26]([C:2]3[O:3][C:4]4[CH:10]=[CH:9][C:8]([C:11]#[N:12])=[CH:7][C:5]=4[N:6]=3)[CH2:25][CH2:24]2)[CH2:22][CH2:21]1. (9) Given the reactants Br[C:2]1[CH:3]=[N:4][C:5]([S:8][CH3:9])=[N:6][CH:7]=1.C1(P(C2C=CC=CC=2)C2C3OC4C(=CC=CC=4P(C4C=CC=CC=4)C4C=CC=CC=4)C(C)(C)C=3C=CC=2)C=CC=CC=1.C(=O)([O-])[O-].[Cs+].[Cs+].[F:58][C:59]1[CH:60]=[CH:61][C:62]([O:65][C:66]2[CH:72]=[CH:71][C:69]([NH2:70])=[CH:68][CH:67]=2)=[N:63][CH:64]=1.[NH4+].[Cl-], predict the reaction product. The product is: [F:58][C:59]1[CH:60]=[CH:61][C:62]([O:65][C:66]2[CH:72]=[CH:71][C:69]([NH:70][C:2]3[CH:3]=[N:4][C:5]([S:8][CH3:9])=[N:6][CH:7]=3)=[CH:68][CH:67]=2)=[N:63][CH:64]=1. (10) Given the reactants [Si:1]([O:8][C@H:9]1[CH2:18][C:17]([CH3:20])([CH3:19])[CH2:16][C:15]2[N:14]=[C:13]([CH:21]([CH3:23])[CH3:22])[C:12]([CH:24]=[O:25])=[C:11]([I:26])[C:10]1=2)([C:4]([CH3:7])([CH3:6])[CH3:5])([CH3:3])[CH3:2].I[C:28]1[CH:33]=[CH:32][C:31]([C:34]2([CH3:38])[CH2:37][O:36][CH2:35]2)=[CH:30][CH:29]=1, predict the reaction product. The product is: [Si:1]([O:8][C@H:9]1[CH2:18][C:17]([CH3:19])([CH3:20])[CH2:16][C:15]2[N:14]=[C:13]([CH:21]([CH3:22])[CH3:23])[C:12]([CH:24]([C:28]3[CH:29]=[CH:30][C:31]([C:34]4([CH3:38])[CH2:35][O:36][CH2:37]4)=[CH:32][CH:33]=3)[OH:25])=[C:11]([I:26])[C:10]1=2)([C:4]([CH3:5])([CH3:6])[CH3:7])([CH3:3])[CH3:2].